This data is from Full USPTO retrosynthesis dataset with 1.9M reactions from patents (1976-2016). The task is: Predict the reactants needed to synthesize the given product. Given the product [CH3:41][S:42]([OH:45])(=[O:44])=[O:43].[Cl:36][C:33]1[S:32][C:31]([C:29]([NH:28][C:20]2[CH:21]=[C:22]([CH3:27])[C:23]([C:25]#[N:26])=[CH:24][C:19]=2[C:17]([NH:16][C:13]2[CH:14]=[CH:15][C:10]([N:9]3[CH2:8][CH2:7][O:6][C:37]3=[NH:38])=[CH:11][CH:12]=2)=[O:18])=[O:30])=[CH:35][CH:34]=1, predict the reactants needed to synthesize it. The reactants are: C([Si](C)(C)[O:6][CH2:7][CH2:8][N:9]([C:37]#[N:38])[C:10]1[CH:15]=[CH:14][C:13]([NH:16][C:17]([C:19]2[CH:24]=[C:23]([C:25]#[N:26])[C:22]([CH3:27])=[CH:21][C:20]=2[NH:28][C:29]([C:31]2[S:32][C:33]([Cl:36])=[CH:34][CH:35]=2)=[O:30])=[O:18])=[CH:12][CH:11]=1)(C)(C)C.[CH3:41][S:42]([OH:45])(=[O:44])=[O:43].